Dataset: Forward reaction prediction with 1.9M reactions from USPTO patents (1976-2016). Task: Predict the product of the given reaction. (1) Given the reactants Cl.O1CCOCC1.C(OC([NH:15][CH2:16][C:17]1[CH:22]=[CH:21][C:20]([C:23](=[O:29])[CH2:24][C:25]([CH3:28])([CH3:27])[CH3:26])=[C:19]([Cl:30])[CH:18]=1)=O)(C)(C)C.C([O-])(O)=O.[Na+], predict the reaction product. The product is: [Cl:30][C:19]1[CH:18]=[C:17]([CH:22]=[CH:21][C:20]=1[C:23](=[O:29])[CH2:24][C:25]([CH3:27])([CH3:26])[CH3:28])[CH2:16][NH2:15]. (2) Given the reactants [NH:1](C(OCC1C=CC=CC=1)=O)[C@H:2]([C:4]([OH:6])=[O:5])[CH3:3].[CH3:17][CH:18]([CH2:20][CH2:21][CH2:22][C@H:23]([C@@H:25]1[C@:43]2([CH3:44])[C@H:28]([C@H:29]3[C@H:40]([CH2:41][CH2:42]2)[C@:38]2([CH3:39])[C:32]([CH2:33][C@H:34]([CH2:36][CH2:37]2)[OH:35])=[CH:31][CH2:30]3)[CH2:27][CH2:26]1)[CH3:24])[CH3:19].C(O)(=O)C, predict the reaction product. The product is: [NH2:1][C@H:2]([C:4]([OH:6])=[O:5])[CH3:3].[CH3:19][CH:18]([CH2:20][CH2:21][CH2:22][C@H:23]([C@@H:25]1[C@:43]2([CH3:44])[C@H:28]([C@H:29]3[C@H:40]([CH2:41][CH2:42]2)[C@:38]2([CH3:39])[C:32]([CH2:33][C@H:34]([CH2:36][CH2:37]2)[OH:35])=[CH:31][CH2:30]3)[CH2:27][CH2:26]1)[CH3:24])[CH3:17].